This data is from Catalyst prediction with 721,799 reactions and 888 catalyst types from USPTO. The task is: Predict which catalyst facilitates the given reaction. Reactant: [CH:1]1[C:13]2[NH:12][C:11]3[C:6](=[CH:7][CH:8]=[CH:9][CH:10]=3)[C:5]=2[C:4]([O:14][CH2:15][CH:16]([OH:24])[CH2:17][N:18]2[CH2:23][CH2:22][NH:21][CH2:20][CH2:19]2)=[CH:3][CH:2]=1.CCN(C(C)C)C(C)C.[F:34][C:35]([F:47])([F:46])[C:36]1[CH:37]=[C:38]([S:42](Cl)(=[O:44])=[O:43])[CH:39]=[CH:40][CH:41]=1. Product: [CH:1]1[C:13]2[NH:12][C:11]3[C:6](=[CH:7][CH:8]=[CH:9][CH:10]=3)[C:5]=2[C:4]([O:14][CH2:15][CH:16]([OH:24])[CH2:17][N:18]2[CH2:23][CH2:22][N:21]([S:42]([C:38]3[CH:39]=[CH:40][CH:41]=[C:36]([C:35]([F:34])([F:46])[F:47])[CH:37]=3)(=[O:44])=[O:43])[CH2:20][CH2:19]2)=[CH:3][CH:2]=1. The catalyst class is: 39.